Dataset: Forward reaction prediction with 1.9M reactions from USPTO patents (1976-2016). Task: Predict the product of the given reaction. Given the reactants [NH2:1][C:2]1[C:7]([NH2:8])=[C:6]([NH:9][C@@H:10]2[C@@H:15]3[CH2:16][C@@H:12]([CH:13]=[CH:14]3)[C@@H:11]2[C:17]([NH2:19])=[O:18])[C:5]([Br:20])=[CH:4][N:3]=1.[C:21]([C:23]1[CH:24]=[C:25]([CH:28]=[CH:29][CH:30]=1)[CH:26]=O)#[N:22].C([O-])(=O)C.[NH4+], predict the reaction product. The product is: [Br:20][C:5]1[C:6]([NH:9][C@@H:10]2[C@@H:15]3[CH2:16][C@@H:12]([CH:13]=[CH:14]3)[C@@H:11]2[C:17]([NH2:19])=[O:18])=[C:7]2[N:8]=[C:26]([C:25]3[CH:28]=[CH:29][CH:30]=[C:23]([C:21]#[N:22])[CH:24]=3)[NH:1][C:2]2=[N:3][CH:4]=1.